From a dataset of NCI-60 drug combinations with 297,098 pairs across 59 cell lines. Regression. Given two drug SMILES strings and cell line genomic features, predict the synergy score measuring deviation from expected non-interaction effect. Cell line: NCI-H522. Synergy scores: CSS=78.6, Synergy_ZIP=5.24, Synergy_Bliss=4.96, Synergy_Loewe=1.95, Synergy_HSA=6.37. Drug 1: CC1CCCC2(C(O2)CC(NC(=O)CC(C(C(=O)C(C1O)C)(C)C)O)C(=CC3=CSC(=N3)C)C)C. Drug 2: B(C(CC(C)C)NC(=O)C(CC1=CC=CC=C1)NC(=O)C2=NC=CN=C2)(O)O.